From a dataset of Forward reaction prediction with 1.9M reactions from USPTO patents (1976-2016). Predict the product of the given reaction. (1) Given the reactants [CH3:1][O:2][C:3]1[CH:8]=[CH:7][C:6]([CH2:9][C:10](=[O:12])[CH3:11])=[CH:5][CH:4]=1.OC[CH2:15][N:16]1[C:20](=O)C2=CC=CC=C2[C:17]1=O, predict the reaction product. The product is: [CH3:15][N:16]([CH3:20])[CH:17]=[C:9]([C:6]1[CH:7]=[CH:8][C:3]([O:2][CH3:1])=[CH:4][CH:5]=1)[C:10](=[O:12])[CH3:11]. (2) Given the reactants N#N.[N+:3]([C:6]1[CH:10]=[N:9][N:8]([CH2:11][C:12]2[N:13]=[C:14]([C:17](OCC)=[O:18])[S:15][CH:16]=2)[N:7]=1)([O-:5])=[O:4].CC(C[AlH]CC(C)C)C.[C@H](O)(C([O-])=O)[C@@H](O)C([O-])=O.[Na+].[K+], predict the reaction product. The product is: [N+:3]([C:6]1[CH:10]=[N:9][N:8]([CH2:11][C:12]2[N:13]=[C:14]([CH2:17][OH:18])[S:15][CH:16]=2)[N:7]=1)([O-:5])=[O:4]. (3) Given the reactants [CH3:1][N:2]([C:6]1[CH:11]=[CH:10][CH:9]=[CH:8][CH:7]=1)[C:3](Cl)=[O:4].[NH2:12][CH2:13][CH2:14][N:15]1[C:23]2[C:22]([CH3:24])=[C:21]([CH3:25])[N:20]=[C:19]([NH2:26])[C:18]=2[N:17]=[C:16]1[CH3:27], predict the reaction product. The product is: [NH2:26][C:19]1[C:18]2[N:17]=[C:16]([CH3:27])[N:15]([CH2:14][CH2:13][NH:12][C:3](=[O:4])[N:2]([CH3:1])[C:6]3[CH:11]=[CH:10][CH:9]=[CH:8][CH:7]=3)[C:23]=2[C:22]([CH3:24])=[C:21]([CH3:25])[N:20]=1. (4) Given the reactants Cl.[NH2:2][C:3]1[N:7]([C:8]2[CH:17]=[C:16]3[C:11]([CH2:12][CH2:13][NH:14][C:15]3=[O:18])=[CH:10][CH:9]=2)[N:6]=[C:5]([C:19]([CH3:22])([CH3:21])[CH3:20])[CH:4]=1.N1C=CC=CC=1.Cl[C:30]([O:32][CH2:33][C:34]([Cl:37])([Cl:36])[Cl:35])=[O:31], predict the reaction product. The product is: [C:19]([C:5]1[CH:4]=[C:3]([NH:2][C:30](=[O:31])[O:32][CH2:33][C:34]([Cl:37])([Cl:36])[Cl:35])[N:7]([C:8]2[CH:17]=[C:16]3[C:11]([CH2:12][CH2:13][NH:14][C:15]3=[O:18])=[CH:10][CH:9]=2)[N:6]=1)([CH3:22])([CH3:21])[CH3:20].